Dataset: Peptide-MHC class I binding affinity with 185,985 pairs from IEDB/IMGT. Task: Regression. Given a peptide amino acid sequence and an MHC pseudo amino acid sequence, predict their binding affinity value. This is MHC class I binding data. (1) The peptide sequence is ESEVDDPAM. The MHC is HLA-B27:03 with pseudo-sequence HLA-B27:03. The binding affinity (normalized) is 0.0847. (2) The peptide sequence is TTDDSTSYY. The MHC is HLA-B51:01 with pseudo-sequence HLA-B51:01. The binding affinity (normalized) is 0.0847. (3) The peptide sequence is EVKKRDGVK. The MHC is HLA-A11:01 with pseudo-sequence HLA-A11:01. The binding affinity (normalized) is 0. (4) The peptide sequence is AYISFEATTPV. The MHC is Patr-A0901 with pseudo-sequence Patr-A0901. The binding affinity (normalized) is 0.945.